Dataset: Experimentally validated miRNA-target interactions with 360,000+ pairs, plus equal number of negative samples. Task: Binary Classification. Given a miRNA mature sequence and a target amino acid sequence, predict their likelihood of interaction. (1) The miRNA is hsa-miR-4728-5p with sequence UGGGAGGGGAGAGGCAGCAAGCA. The protein sequence of the target gene is MAYDDSVKKEDCFDGDHTFEDIGLAAGRSQREKKRSYKDFLREEEEIAAQVRNSSKKKLKDSELYFLGTDTHKKKRKHSSDDYYYGDISSLESSQKKKKKSSPQSTDTAMDLLKAITSPLAAGSKPSKKTGEKSSGSSSHSESKKEHHRKKVSGSSGELPLEDGGSHKSKKMKPLYVNTETLTLREPDGLKMKLILSPKEKGSSSVDEESFQYPSQQATVKKSSKKSARDEQGALLLGHELQSFLKTARKKHKSSSDAHSSPGPEGCGSDASQFAESHSANLDLSGLEPILVESDSSSGG.... Result: 1 (interaction). (2) The protein sequence of the target gene is MKRRASDRGAGETSARAKALGSGISGNNAKRAGPFILGPRLGNSPVPSIVQCLARKDGTDDFYQLKILTLEERGDQGIESQEERQGKMLLHTEYSLLSLLHTQDGVVHHHGLFQDRTCEIVEDTESSRMVKKMKKRICLVLDCLCAHDFSDKTADLINLQHYVIKEKRLSERETVVIFYDVVRVVEALHQKNIVHRDLKLGNMVLNKRTHRITITNFCLGKHLVSEGDLLKDQRGSPAYISPDVLSGRPYRGKPSDMWALGVVLFTMLYGQFPFYDSIPQELFRKIKAAEYTIPEDGRVS.... Result: 0 (no interaction). The miRNA is hsa-miR-3191-3p with sequence UGGGGACGUAGCUGGCCAGACAG.